Dataset: Full USPTO retrosynthesis dataset with 1.9M reactions from patents (1976-2016). Task: Predict the reactants needed to synthesize the given product. (1) Given the product [CH3:1][O:2][C:3](=[O:25])[CH2:4][C:5]1[CH:6]=[C:7]([O:12][C:13]2[CH:18]=[CH:17][C:16]([NH:19][C:26](=[O:31])[C:27]([CH3:30])([CH3:29])[CH3:28])=[CH:15][C:14]=2[CH2:20][S:21][CH:22]([CH3:23])[CH3:24])[CH:8]=[C:9]([Cl:11])[CH:10]=1, predict the reactants needed to synthesize it. The reactants are: [CH3:1][O:2][C:3](=[O:25])[CH2:4][C:5]1[CH:10]=[C:9]([Cl:11])[CH:8]=[C:7]([O:12][C:13]2[CH:18]=[CH:17][C:16]([NH2:19])=[CH:15][C:14]=2[CH2:20][S:21][CH:22]([CH3:24])[CH3:23])[CH:6]=1.[C:26](Cl)(=[O:31])[C:27]([CH3:30])([CH3:29])[CH3:28]. (2) Given the product [CH2:1]([O:3][C:4](=[O:18])[CH:5]([O:15][CH2:16][CH3:17])[CH:6]([C:8]1[CH:9]=[CH:10][C:11]([O:14][CH2:31][CH2:30][C:27]2[CH:26]=[CH:25][C:24]([O:23][S:20]([CH3:19])(=[O:21])=[O:22])=[CH:29][CH:28]=2)=[CH:12][CH:13]=1)[CH3:7])[CH3:2], predict the reactants needed to synthesize it. The reactants are: [CH2:1]([O:3][C:4](=[O:18])[CH:5]([O:15][CH2:16][CH3:17])[CH:6]([C:8]1[CH:13]=[CH:12][C:11]([OH:14])=[CH:10][CH:9]=1)[CH3:7])[CH3:2].[CH3:19][S:20]([O:23][C:24]1[CH:29]=[CH:28][C:27]([CH2:30][CH2:31]CS([O-])(=O)=O)=[CH:26][CH:25]=1)(=[O:22])=[O:21]. (3) Given the product [NH2:1][N:2]1[C:11](=[O:12])[C:10]2[C:5](=[CH:6][C:7]([N:35]3[CH2:36][CH2:37][C@H:33]([NH:32][C:31]([O:30][C:26]([CH3:29])([CH3:28])[CH3:27])=[O:38])[CH2:34]3)=[C:8]([F:13])[CH:9]=2)[N:4]([CH:15]2[CH2:17][CH2:16]2)[C:3]1=[O:18], predict the reactants needed to synthesize it. The reactants are: [NH2:1][N:2]1[C:11](=[O:12])[C:10]2[C:5](=[CH:6][C:7](F)=[C:8]([F:13])[CH:9]=2)[N:4]([CH:15]2[CH2:17][CH2:16]2)[C:3]1=[O:18].C(N(CC)CC)C.[C:26]([O:30][C:31](=[O:38])[NH:32][C@H:33]1[CH2:37][CH2:36][NH:35][CH2:34]1)([CH3:29])([CH3:28])[CH3:27]. (4) The reactants are: [CH2:1]([N:8]1[CH2:13][CH2:12][N:11]([C:14]([O:16][C:17]([CH3:20])([CH3:19])[CH3:18])=[O:15])[CH2:10][C@H:9]1[CH2:21]Br)[C:2]1[CH:7]=[CH:6][CH:5]=[CH:4][CH:3]=1.[F:23][C:24]1[CH:25]=[C:26]([OH:31])[CH:27]=[C:28]([F:30])[CH:29]=1.C(=O)([O-])[O-].[K+].[K+]. Given the product [CH2:1]([N:8]1[CH2:13][CH2:12][N:11]([C:14]([O:16][C:17]([CH3:20])([CH3:19])[CH3:18])=[O:15])[CH2:10][C@H:9]1[CH2:21][O:31][C:26]1[CH:25]=[C:24]([F:23])[CH:29]=[C:28]([F:30])[CH:27]=1)[C:2]1[CH:7]=[CH:6][CH:5]=[CH:4][CH:3]=1, predict the reactants needed to synthesize it.